From a dataset of Catalyst prediction with 721,799 reactions and 888 catalyst types from USPTO. Predict which catalyst facilitates the given reaction. (1) Reactant: [Cl:1][C:2]1[CH:3]=[C:4]([N:9]2[CH2:14][CH2:13][C:12](=[N:15]O)[CH2:11][CH2:10]2)[CH:5]=[CH:6][C:7]=1[Cl:8]. Product: [ClH:1].[Cl:1][C:2]1[CH:3]=[C:4]([N:9]2[CH2:10][CH2:11][CH:12]([NH2:15])[CH2:13][CH2:14]2)[CH:5]=[CH:6][C:7]=1[Cl:8]. The catalyst class is: 227. (2) Reactant: [NH2:1][C:2]1[C:3]([OH:12])=[N:4][CH:5]=[C:6]([C:8]([F:11])([F:10])[F:9])[CH:7]=1.CCN=C=NCCCN(C)C.[CH2:24]([C:26]1[C:27]([C:32](O)=[O:33])=[N:28][CH:29]=[N:30][CH:31]=1)[CH3:25].C(=O)([O-])O.[Na+]. Product: [CH2:24]([C:26]1[C:27]([C:32]([NH:1][C:2]2[C:3]([OH:12])=[N:4][CH:5]=[C:6]([C:8]([F:11])([F:9])[F:10])[CH:7]=2)=[O:33])=[N:28][CH:29]=[N:30][CH:31]=1)[CH3:25]. The catalyst class is: 17. (3) Reactant: [CH:1]1([OH:9])[CH:8]2[N:4]([CH2:5][CH2:6][CH2:7]2)[CH2:3][CH2:2]1.C(N(CC)CC)C.[CH3:17][S:18](Cl)(=[O:20])=[O:19].[Cl-].[NH4+].[Na]. Product: [CH3:17][S:18]([O:9][CH:1]1[CH:8]2[N:4]([CH2:5][CH2:6][CH2:7]2)[CH2:3][CH2:2]1)(=[O:20])=[O:19]. The catalyst class is: 4. (4) Reactant: ClCI.[Br:4][C:5]1[CH:6]=[N:7][C:8]([OH:22])=[C:9]([CH:21]=1)[C:10]([NH:12][CH2:13][C:14]1[CH:19]=[CH:18][C:17]([F:20])=[CH:16][CH:15]=1)=[O:11].[C:23]([O-])([O-])=O.[Cs+].[Cs+].O. Product: [Br:4][C:5]1[CH:6]=[N:7][C:8]2[O:22][CH2:23][N:12]([CH2:13][C:14]3[CH:15]=[CH:16][C:17]([F:20])=[CH:18][CH:19]=3)[C:10](=[O:11])[C:9]=2[CH:21]=1. The catalyst class is: 3. (5) Reactant: C(OC([N:8]1[CH2:13][CH2:12][CH:11]([N:14]2[C:22]3[C:17](=[CH:18][C:19]([O:23][CH:24]([F:26])[F:25])=[CH:20][CH:21]=3)[C:16]([C:27]3[N:28]=[C:29]4[C:35]([C:36](=[O:42])[NH:37][C:38]([CH3:41])([CH3:40])[CH3:39])=[CH:34][N:33](COCC[Si](C)(C)C)[C:30]4=[N:31][CH:32]=3)=[N:15]2)[CH2:10][CH2:9]1)=O)(C)(C)C.FC(F)(F)C(O)=O.C(N)CN.O. Product: [C:38]([NH:37][C:36]([C:35]1[C:29]2[C:30](=[N:31][CH:32]=[C:27]([C:16]3[C:17]4[C:22](=[CH:21][CH:20]=[C:19]([O:23][CH:24]([F:26])[F:25])[CH:18]=4)[N:14]([CH:11]4[CH2:12][CH2:13][NH:8][CH2:9][CH2:10]4)[N:15]=3)[N:28]=2)[NH:33][CH:34]=1)=[O:42])([CH3:41])([CH3:39])[CH3:40]. The catalyst class is: 96.